The task is: Predict which catalyst facilitates the given reaction.. This data is from Catalyst prediction with 721,799 reactions and 888 catalyst types from USPTO. (1) Reactant: [CH3:1][C:2]1[C:6]2[CH:7]=[CH:8][CH:9]=[CH:10][C:5]=2[O:4][CH:3]=1.[Li+].CC([N-]C(C)C)C.[CH:19]([N:32]1[CH2:35][C:34](=[O:36])[CH2:33]1)([C:26]1[CH:31]=[CH:30][CH:29]=[CH:28][CH:27]=1)[C:20]1[CH:25]=[CH:24][CH:23]=[CH:22][CH:21]=1. Product: [CH:19]([N:32]1[CH2:35][C:34]([C:3]2[O:4][C:5]3[CH:10]=[CH:9][CH:8]=[CH:7][C:6]=3[C:2]=2[CH3:1])([OH:36])[CH2:33]1)([C:26]1[CH:31]=[CH:30][CH:29]=[CH:28][CH:27]=1)[C:20]1[CH:21]=[CH:22][CH:23]=[CH:24][CH:25]=1. The catalyst class is: 1. (2) Reactant: [CH:1]([C:4]1[CH:9]=[CH:8][N:7]=[C:6]([CH2:10][OH:11])[CH:5]=1)([CH3:3])[CH3:2]. Product: [CH:1]([C:4]1[CH:9]=[CH:8][N:7]=[C:6]([CH:10]=[O:11])[CH:5]=1)([CH3:3])[CH3:2]. The catalyst class is: 725.